Predict the reactants needed to synthesize the given product. From a dataset of Full USPTO retrosynthesis dataset with 1.9M reactions from patents (1976-2016). (1) Given the product [CH3:1][C:2]([CH3:23])([CH3:22])[C:3](=[O:21])[CH2:4][N:5]1[C:14]2[C:9](=[CH:10][N+:11]([O-:32])=[CH:12][CH:13]=2)[C:8]2[CH:15]=[C:16]([F:19])[CH:17]=[CH:18][C:7]=2[C:6]1=[O:20], predict the reactants needed to synthesize it. The reactants are: [CH3:1][C:2]([CH3:23])([CH3:22])[C:3](=[O:21])[CH2:4][N:5]1[C:14]2[C:9](=[CH:10][N:11]=[CH:12][CH:13]=2)[C:8]2[CH:15]=[C:16]([F:19])[CH:17]=[CH:18][C:7]=2[C:6]1=[O:20].ClC1C=CC=C(C(OO)=[O:32])C=1. (2) Given the product [CH2:1]([O:8][C:9]([NH:11][CH2:12][CH2:13][NH:14][C@H:15]([C:20]([OH:22])=[O:21])[C:16]([CH3:19])([CH3:17])[CH3:18])=[O:10])[C:2]1[CH:3]=[CH:4][CH:5]=[CH:6][CH:7]=1, predict the reactants needed to synthesize it. The reactants are: [CH2:1]([O:8][C:9]([NH:11][CH2:12][CH2:13][NH:14][C@H:15]([C:20]([O:22]C(C)(C)C)=[O:21])[C:16]([CH3:19])([CH3:18])[CH3:17])=[O:10])[C:2]1[CH:7]=[CH:6][CH:5]=[CH:4][CH:3]=1.